Predict which catalyst facilitates the given reaction. From a dataset of Catalyst prediction with 721,799 reactions and 888 catalyst types from USPTO. (1) Reactant: C(C1C=CC(N2CC[C@H](N[C@@H](C3C4C(=CC=CC=4)C=CC=3)C)C2)=CC=1)(=O)C.[OH:28][CH2:29][CH2:30][NH:31][C:32](=[O:57])[C:33]1[CH:38]=[CH:37][C:36]([N:39]2[CH2:43][CH2:42][C@H:41]([NH:44][C@@H:45]([C:47]3[C:56]4[C:51](=[CH:52][CH:53]=[CH:54][CH:55]=4)[CH:50]=[CH:49][CH:48]=3)[CH3:46])[CH2:40]2)=[CH:35][CH:34]=1.[ClH:58]. Product: [ClH:58].[OH:28][CH2:29][CH2:30][NH:31][C:32](=[O:57])[C:33]1[CH:38]=[CH:37][C:36]([N:39]2[CH2:43][CH2:42][C@H:41]([NH:44][C@@H:45]([C:47]3[C:56]4[C:51](=[CH:52][CH:53]=[CH:54][CH:55]=4)[CH:50]=[CH:49][CH:48]=3)[CH3:46])[CH2:40]2)=[CH:35][CH:34]=1. The catalyst class is: 135. (2) Reactant: Br[C:2]1[CH:7]=[CH:6][C:5]([CH:8]=[CH2:9])=[CH:4][CH:3]=1.[NH:10]1[CH2:15][CH2:14][CH:13]([NH:16][C:17](=[O:23])[O:18][C:19]([CH3:22])([CH3:21])[CH3:20])[CH2:12][CH2:11]1.C1(C)C=CC=CC=1.C1(P(C2CCCCC2)C2C=CC=CC=2C2C(C(C)C)=CC(C(C)C)=CC=2C(C)C)CCCCC1. Product: [C:19]([O:18][C:17](=[O:23])[NH:16][CH:13]1[CH2:14][CH2:15][N:10]([C:2]2[CH:7]=[CH:6][C:5]([CH:8]=[CH2:9])=[CH:4][CH:3]=2)[CH2:11][CH2:12]1)([CH3:22])([CH3:20])[CH3:21]. The catalyst class is: 318. (3) Reactant: [Cl:1][C:2]1[CH:7]=[CH:6][C:5]([C:8]2[CH:9]=[N:10][N:11]([CH3:13])[CH:12]=2)=[CH:4][C:3]=1B1OC(C)(C)C(C)(C)O1.Br[C:24]1[N:25]=[CH:26][C:27]([NH:30][C:31](=[O:39])[C:32]2[C:37]([CH3:38])=[CH:36][CH:35]=[N:34][CH:33]=2)=[N:28][CH:29]=1.C([O-])([O-])=O.[K+].[K+]. Product: [Cl:1][C:2]1[CH:7]=[CH:6][C:5]([C:8]2[CH:9]=[N:10][N:11]([CH3:13])[CH:12]=2)=[CH:4][C:3]=1[C:24]1[N:25]=[CH:26][C:27]([NH:30][C:31](=[O:39])[C:32]2[C:37]([CH3:38])=[CH:36][CH:35]=[N:34][CH:33]=2)=[N:28][CH:29]=1. The catalyst class is: 38. (4) Reactant: [Cl:1][C:2]1[N:6]2[CH:7]=[C:8]([F:11])[CH:9]=[CH:10][C:5]2=[C:4]([C:12]2[N:13]=[C:14]3[C:20]([C:21]([OH:23])=O)=[CH:19][N:18]([CH2:24][O:25][CH2:26][CH2:27][Si:28]([CH3:31])([CH3:30])[CH3:29])[C:15]3=[N:16][CH:17]=2)[N:3]=1.Cl.[CH3:33][O:34][CH2:35][C@@H:36]([NH2:38])[CH3:37].C(N(CC)C(C)C)(C)C.CN(C(ON1N=NC2C=CC=NC1=2)=[N+](C)C)C.F[P-](F)(F)(F)(F)F. The catalyst class is: 136. Product: [CH3:33][O:34][CH2:35][C@@H:36]([NH:38][C:21]([C:20]1[C:14]2[C:15](=[N:16][CH:17]=[C:12]([C:4]3[N:3]=[C:2]([Cl:1])[N:6]4[CH:7]=[C:8]([F:11])[CH:9]=[CH:10][C:5]=34)[N:13]=2)[N:18]([CH2:24][O:25][CH2:26][CH2:27][Si:28]([CH3:29])([CH3:30])[CH3:31])[CH:19]=1)=[O:23])[CH3:37]. (5) Reactant: C(O[CH2:5][C@@H:6]([O:23]S(C)(=O)=O)[C@@H:7]([NH:15][C:16]([O:18][C:19]([CH3:22])([CH3:21])[CH3:20])=[O:17])[CH2:8][C:9]1[CH:14]=[CH:13][CH:12]=[CH:11][CH:10]=1)(=O)C.C1COCC1.C([O-])([O-])=O.[K+].[K+]. Product: [O:23]1[CH2:5][C@H:6]1[C@@H:7]([NH:15][C:16](=[O:17])[O:18][C:19]([CH3:20])([CH3:21])[CH3:22])[CH2:8][C:9]1[CH:10]=[CH:11][CH:12]=[CH:13][CH:14]=1. The catalyst class is: 5.